From a dataset of Reaction yield outcomes from USPTO patents with 853,638 reactions. Predict the reaction yield, written as a fraction of the theoretical maximum amount of product (1.0 means a 100% yield; for example, 0.34 means a 34% yield). (1) The reactants are [CH3:1][O:2][C:3]1[CH:4]=[CH:5][CH:6]=[C:7]2[C:11]=1[NH:10][N:9]=[CH:8]2.[I:12]I.[OH-].[K+].S([O-])(O)=O.[Na+]. The catalyst is CN(C)C=O. The product is [I:12][C:8]1[C:7]2[C:11](=[C:3]([O:2][CH3:1])[CH:4]=[CH:5][CH:6]=2)[NH:10][N:9]=1. The yield is 0.830. (2) The reactants are C1C=CC(P(C2C(C3C(P(C4C=CC=CC=4)C4C=CC=CC=4)=CC=C4C=3C=CC=C4)=C3C(C=CC=C3)=CC=2)C2C=CC=CC=2)=CC=1.CC(C)([O-])C.[Na+].Br[C:54]1[CH:55]=[N:56][C:57]2[C:62]([CH:63]=1)=[N:61][CH:60]=[CH:59][C:58]=2[Cl:64].[C:65]1([C:71]([C:73]2[CH:78]=[CH:77][CH:76]=[CH:75][CH:74]=2)=[NH:72])[CH:70]=[CH:69][CH:68]=[CH:67][CH:66]=1. The catalyst is ClCCl.C1C=CC(/C=C/C(/C=C/C2C=CC=CC=2)=O)=CC=1.C1C=CC(/C=C/C(/C=C/C2C=CC=CC=2)=O)=CC=1.C1C=CC(/C=C/C(/C=C/C2C=CC=CC=2)=O)=CC=1.[Pd].[Pd].C1(C)C=CC=CC=1. The product is [Cl:64][C:58]1[CH:59]=[CH:60][N:61]=[C:62]2[C:57]=1[N:56]=[CH:55][C:54]([N:72]=[C:71]([C:65]1[CH:70]=[CH:69][CH:68]=[CH:67][CH:66]=1)[C:73]1[CH:78]=[CH:77][CH:76]=[CH:75][CH:74]=1)=[CH:63]2. The yield is 0.500. (3) The reactants are [CH3:1][O:2][N:3]([CH3:15])[C:4]([C:6]1[C:14]2[C:9](=[CH:10][CH:11]=[CH:12][CH:13]=2)[NH:8][N:7]=1)=[O:5].FC(F)(F)C(OC1C(OC(=O)C(F)(F)F)=C([I:27])C=CC=1)=O.II.OS([O-])=O.[Na+]. The catalyst is C(Cl)Cl. The product is [I:27][C:12]1[CH:13]=[C:14]2[C:9](=[CH:10][CH:11]=1)[NH:8][N:7]=[C:6]2[C:4]([N:3]([O:2][CH3:1])[CH3:15])=[O:5]. The yield is 0.720.